Dataset: Reaction yield outcomes from USPTO patents with 853,638 reactions. Task: Predict the reaction yield, written as a fraction of the theoretical maximum amount of product (1.0 means a 100% yield; for example, 0.34 means a 34% yield). (1) The reactants are [C:1]1([CH:7]([C:13]2[CH:18]=[CH:17][CH:16]=[CH:15][CH:14]=2)[N:8]2[CH2:11][CH:10]([OH:12])[CH2:9]2)[CH:6]=[CH:5][CH:4]=[CH:3][CH:2]=1.[ClH:19]. The catalyst is CCOC(C)=O. The product is [ClH:19].[C:13]1([CH:7]([C:1]2[CH:2]=[CH:3][CH:4]=[CH:5][CH:6]=2)[N:8]2[CH2:11][CH:10]([OH:12])[CH2:9]2)[CH:14]=[CH:15][CH:16]=[CH:17][CH:18]=1. The yield is 1.00. (2) The reactants are C([N:4]([S:26]([CH3:29])(=[O:28])=[O:27])[N:5]1[C:14](=[O:15])[C:13]2[C:8](=[CH:9][C:10]([C:21]([F:24])([F:23])[F:22])=[C:11]([CH2:16][NH:17][C:18](=[O:20])[CH3:19])[CH:12]=2)[NH:7][C:6]1=[O:25])(=O)C. The catalyst is Cl. The product is [CH3:29][S:26]([NH:4][N:5]1[C:14](=[O:15])[C:13]2[C:8](=[CH:9][C:10]([C:21]([F:22])([F:24])[F:23])=[C:11]([CH2:16][NH:17][C:18](=[O:20])[CH3:19])[CH:12]=2)[NH:7][C:6]1=[O:25])(=[O:28])=[O:27]. The yield is 0.0800. (3) The reactants are [Cl:1][C:2]1[CH:3]=[C:4]([CH:9]([CH2:13][C:14]2[CH:19]=[CH:18][CH:17]=[C:16]([O:20][CH3:21])[CH:15]=2)[C:10](O)=[O:11])[CH:5]=[C:6]([Cl:8])[CH:7]=1.O=S(Cl)[Cl:24]. No catalyst specified. The product is [Cl:1][C:2]1[CH:3]=[C:4]([CH:9]([CH2:13][C:14]2[CH:19]=[CH:18][CH:17]=[C:16]([O:20][CH3:21])[CH:15]=2)[C:10]([Cl:24])=[O:11])[CH:5]=[C:6]([Cl:8])[CH:7]=1. The yield is 1.00. (4) No catalyst specified. The reactants are [CH2:1](Cl)[CH2:2]Cl.Cl.CN.[CH:8]1[CH:9]=[CH:10][C:11]2N(O)N=N[C:12]=2[CH:13]=1.O.[CH2:19](N(CC)CC)[CH3:20].[CH3:26][N:27]([CH:29]=[O:30])C. The yield is 0.860. The product is [CH3:26][NH:27][C:29]([C:19]1[CH2:20][C:12]2[C:11]([C:1]=1[CH3:2])=[CH:10][CH:9]=[CH:8][CH:13]=2)=[O:30]. (5) The reactants are [O:1]=[C:2]1[CH2:6][CH2:5][N:4]([C:7]([O:9][CH2:10][C:11]2[CH:16]=[CH:15][CH:14]=[CH:13][CH:12]=2)=[O:8])[CH2:3]1.Br[CH2:18][CH:19]=[C:20]([CH3:22])[CH3:21].O1CCCC1. The catalyst is [Cl-].[NH4+].[Zn]. The product is [CH3:21][C:20]([C:2]1([OH:1])[CH2:6][CH2:5][N:4]([C:7]([O:9][CH2:10][C:11]2[CH:16]=[CH:15][CH:14]=[CH:13][CH:12]=2)=[O:8])[CH2:3]1)([CH3:22])[CH:19]=[CH2:18]. The yield is 0.879.